This data is from Forward reaction prediction with 1.9M reactions from USPTO patents (1976-2016). The task is: Predict the product of the given reaction. (1) Given the reactants Cl.N.C(OC([NH:10][C:11]1[CH:16]=[CH:15][C:14]([C:17]2[S:18][CH:19]=[CH:20][CH:21]=2)=[CH:13][C:12]=1[NH:22][C:23](=[O:35])/[CH:24]=[CH:25]/[C:26]1[CH:27]=[C:28]([CH:32]=[CH:33][CH:34]=1)[C:29](O)=[O:30])=O)(C)(C)C.C[N:37](C(ON1N=NC2C=CC=NC1=2)=[N+](C)C)C.F[P-](F)(F)(F)(F)F.C1C=CC2N(O)N=NC=2C=1.CCN(C(C)C)C(C)C, predict the reaction product. The product is: [NH2:10][C:11]1[CH:16]=[CH:15][C:14]([C:17]2[S:18][CH:19]=[CH:20][CH:21]=2)=[CH:13][C:12]=1[NH:22][C:23](=[O:35])/[CH:24]=[CH:25]/[C:26]1[CH:27]=[C:28]([CH:32]=[CH:33][CH:34]=1)[C:29]([NH2:37])=[O:30]. (2) Given the reactants Br[C:2]1[CH:7]=[CH:6][C:5]([C:8]([N:10]2[CH2:15][CH2:14][N:13]([C:16]3[CH:21]=[CH:20][C:19]([CH3:22])=[CH:18][C:17]=3[CH3:23])[CH2:12][CH2:11]2)=[O:9])=[C:4]([Cl:24])[CH:3]=1.[O:25]1[CH2:29][CH2:28][NH:27][C:26]1=[O:30], predict the reaction product. The product is: [Cl:24][C:4]1[CH:3]=[C:2]([N:27]2[CH2:28][CH2:29][O:25][C:26]2=[O:30])[CH:7]=[CH:6][C:5]=1[C:8]([N:10]1[CH2:15][CH2:14][N:13]([C:16]2[CH:21]=[CH:20][C:19]([CH3:22])=[CH:18][C:17]=2[CH3:23])[CH2:12][CH2:11]1)=[O:9]. (3) Given the reactants [NH:1]([CH2:8][CH2:9][C:10]([NH:12][NH:13][C:14]([C:16]1[NH:17][C:18]2[C:23]([CH:24]=1)=[CH:22][C:21]([Cl:25])=[CH:20][CH:19]=2)=[O:15])=[O:11])[C:2]1[CH:7]=[CH:6][CH:5]=[CH:4][CH:3]=1.[CH2:26]=O.O, predict the reaction product. The product is: [O:11]=[C:10]1[CH2:9][CH2:8][N:1]([C:2]2[CH:3]=[CH:4][CH:5]=[CH:6][CH:7]=2)[CH2:26][N:12]1[NH:13][C:14]([C:16]1[NH:17][C:18]2[C:23]([CH:24]=1)=[CH:22][C:21]([Cl:25])=[CH:20][CH:19]=2)=[O:15]. (4) Given the reactants [Cl:1][C:2]1[CH:7]=[CH:6][C:5]([N:8]2[C@@H:12]([C:13]3[CH:18]=[CH:17][CH:16]=[C:15]([C:19]([F:22])([F:21])[F:20])[CH:14]=3)[CH2:11][N:10]([CH2:23][C:24]3[CH:25]=[N:26][C:27](Cl)=[CH:28][CH:29]=3)[C:9]2=[O:31])=[CH:4][CH:3]=1.[NH:32]1[CH2:37][CH2:36][CH2:35][CH2:34][CH2:33]1, predict the reaction product. The product is: [Cl:1][C:2]1[CH:3]=[CH:4][C:5]([N:8]2[C@@H:12]([C:13]3[CH:18]=[CH:17][CH:16]=[C:15]([C:19]([F:20])([F:22])[F:21])[CH:14]=3)[CH2:11][N:10]([CH2:23][C:24]3[CH:25]=[N:26][C:27]([N:32]4[CH2:37][CH2:36][CH2:35][CH2:34][CH2:33]4)=[CH:28][CH:29]=3)[C:9]2=[O:31])=[CH:6][CH:7]=1. (5) Given the reactants [CH2:1]([O:8][C:9]1[C:14]([C:15]([O:17]C)=[O:16])=[CH:13][C:12]([C:19]2[CH:24]=[CH:23][C:22]([Cl:25])=[CH:21][CH:20]=2)=[C:11]([C:26]2[CH:31]=[CH:30][C:29]([Cl:32])=[CH:28][C:27]=2[Cl:33])[N:10]=1)[C:2]1[CH:7]=[CH:6][CH:5]=[CH:4][CH:3]=1.[OH-].[Na+].Cl, predict the reaction product. The product is: [CH2:1]([O:8][C:9]1[C:14]([C:15]([OH:17])=[O:16])=[CH:13][C:12]([C:19]2[CH:20]=[CH:21][C:22]([Cl:25])=[CH:23][CH:24]=2)=[C:11]([C:26]2[CH:31]=[CH:30][C:29]([Cl:32])=[CH:28][C:27]=2[Cl:33])[N:10]=1)[C:2]1[CH:3]=[CH:4][CH:5]=[CH:6][CH:7]=1. (6) Given the reactants [CH:1]([C@@:3]12[CH2:20][CH2:19][C:18]3[CH:17]=[C:16]([O:21][CH3:22])[CH:15]=[CH:14][C:13]=3[C@H:12]1[C@@H:11]([CH2:23][CH2:24][CH2:25][CH2:26][CH2:27][CH3:28])[CH2:10][C@@:8]1([CH3:9])[C@H:4]2[CH2:5][CH2:6][C@@H:7]1[OH:29])=O.O.[CH3:31]S(C)=O, predict the reaction product. The product is: [CH2:23]([C@H:11]1[CH2:10][C@@:8]2([CH3:9])[C@@H:4]([CH2:5][CH2:6][C@@H:7]2[OH:29])[C@@:3]2([CH:1]=[CH2:31])[C@H:12]1[C:13]1[CH:14]=[CH:15][C:16]([O:21][CH3:22])=[CH:17][C:18]=1[CH2:19][CH2:20]2)[CH2:24][CH2:25][CH2:26][CH2:27][CH3:28].